From a dataset of Full USPTO retrosynthesis dataset with 1.9M reactions from patents (1976-2016). Predict the reactants needed to synthesize the given product. (1) Given the product [CH2:18]([N:25]1[CH2:4][C@@H:3]([CH3:34])[C@H:2]([C:1]([N:6]2[C@H:10]([C:11]3[CH:12]=[CH:13][CH:14]=[CH:15][CH:16]=3)[CH2:9][O:8][C:7]2=[O:17])=[O:5])[CH2:26]1)[C:19]1[CH:24]=[CH:23][CH:22]=[CH:21][CH:20]=1.[CH2:18]([N:25]1[CH2:4][C@H:3]([CH3:34])[C@@H:2]([C:1]([N:6]2[C@H:10]([C:11]3[CH:12]=[CH:13][CH:14]=[CH:15][CH:16]=3)[CH2:9][O:8][C:7]2=[O:17])=[O:5])[CH2:26]1)[C:19]1[CH:24]=[CH:23][CH:22]=[CH:21][CH:20]=1, predict the reactants needed to synthesize it. The reactants are: [C:1]([N:6]1[C@H:10]([C:11]2[CH:16]=[CH:15][CH:14]=[CH:13][CH:12]=2)[CH2:9][O:8][C:7]1=[O:17])(=[O:5])/[CH:2]=[CH:3]/[CH3:4].[CH2:18]([N:25](C[Si](C)(C)C)[CH2:26]OC)[C:19]1[CH:24]=[CH:23][CH:22]=[CH:21][CH:20]=1.[C:34](O)(C(F)(F)F)=O. (2) The reactants are: Br[CH2:2][CH2:3][CH2:4][CH2:5][C:6](Cl)=[O:7].[F:9][C:10]1[CH:15]=[CH:14][C:13]([C@@H:16]([NH2:18])[CH3:17])=[CH:12][CH:11]=1.[OH-].[Na+]. Given the product [F:9][C:10]1[CH:15]=[CH:14][C:13]([CH:16]([N:18]2[CH2:2][CH2:3][CH2:4][CH2:5][C:6]2=[O:7])[CH3:17])=[CH:12][CH:11]=1, predict the reactants needed to synthesize it. (3) The reactants are: C(OC(=O)[NH:7][C:8]1[CH:13]=[C:12]([N:14]([CH2:16][CH2:17][O:18][CH3:19])[CH3:15])[C:11]([Cl:20])=[CH:10][C:9]=1[NH:21][C:22](=[O:37])[CH2:23][C:24](=O)[C:25]1[CH:30]=[CH:29][CH:28]=[C:27]([N:31]2[CH:35]=[CH:34][N:33]=[N:32]2)[CH:26]=1)(C)(C)C.C(O)(C(F)(F)F)=O. Given the product [Cl:20][C:11]1[C:12]([N:14]([CH2:16][CH2:17][O:18][CH3:19])[CH3:15])=[CH:13][C:8]2[N:7]=[C:24]([C:25]3[CH:30]=[CH:29][CH:28]=[C:27]([N:31]4[CH:35]=[CH:34][N:33]=[N:32]4)[CH:26]=3)[CH2:23][C:22](=[O:37])[NH:21][C:9]=2[CH:10]=1, predict the reactants needed to synthesize it.